Dataset: Peptide-MHC class II binding affinity with 134,281 pairs from IEDB. Task: Regression. Given a peptide amino acid sequence and an MHC pseudo amino acid sequence, predict their binding affinity value. This is MHC class II binding data. (1) The peptide sequence is DENPVVHFFKNIVTPRTPPP. The MHC is DRB1_1101 with pseudo-sequence DRB1_1101. The binding affinity (normalized) is 0.724. (2) The peptide sequence is YEEFCDAVYENDKLK. The MHC is DRB1_1101 with pseudo-sequence DRB1_1101. The binding affinity (normalized) is 0.0348. (3) The peptide sequence is APEVKYTVFETALKKAITAM. The MHC is DRB1_1101 with pseudo-sequence DRB1_1101. The binding affinity (normalized) is 0.729. (4) The peptide sequence is IVPPADKYRTFVATF. The MHC is DRB3_0101 with pseudo-sequence DRB3_0101. The binding affinity (normalized) is 0.331. (5) The peptide sequence is AFKVAATAANAAHAN. The MHC is HLA-DPA10201-DPB11401 with pseudo-sequence HLA-DPA10201-DPB11401. The binding affinity (normalized) is 0.771. (6) The peptide sequence is NNALQNLARTISEAG. The MHC is DRB1_0401 with pseudo-sequence DRB1_0401. The binding affinity (normalized) is 0.353.